This data is from Forward reaction prediction with 1.9M reactions from USPTO patents (1976-2016). The task is: Predict the product of the given reaction. (1) The product is: [N:21]([C@H:7]1[C:8]2[C:4](=[CH:3][C:2]([Br:1])=[CH:10][CH:9]=2)[CH2:5][CH2:6]1)=[N+:22]=[N-:23]. Given the reactants [Br:1][C:2]1[CH:3]=[C:4]2[C:8](=[CH:9][CH:10]=1)[C@@H:7](O)[CH2:6][CH2:5]2.C1C=CC(OP(OC2C=CC=CC=2)([N:21]=[N+:22]=[N-:23])=O)=CC=1.N12CCCN=C1CCCCC2, predict the reaction product. (2) Given the reactants C(C1C=CC(N2CC[C@H](N[C@@H](C3C4C(=CC=CC=4)C=CC=3)C)C2)=CC=1)(=O)C.[C:28]1([C@H:38]([NH:40][C@H:41]2[CH2:45][CH2:44][N:43]([C:46]3[CH:58]=[CH:57][C:49]([C:50]([O:52]C(C)(C)C)=[O:51])=[CH:48][CH:47]=3)[CH2:42]2)[CH3:39])[C:37]2[C:32](=[CH:33][CH:34]=[CH:35][CH:36]=2)[CH:31]=[CH:30][CH:29]=1.FC(F)(F)C(O)=O.C(Cl)(Cl)[Cl:67], predict the reaction product. The product is: [ClH:67].[C:28]1([C@H:38]([NH:40][C@H:41]2[CH2:45][CH2:44][N:43]([C:46]3[CH:47]=[CH:48][C:49]([C:50]([OH:52])=[O:51])=[CH:57][CH:58]=3)[CH2:42]2)[CH3:39])[C:37]2[C:32](=[CH:33][CH:34]=[CH:35][CH:36]=2)[CH:31]=[CH:30][CH:29]=1. (3) The product is: [NH2:7][C@@H:8]1[C@@H:13]([OH:14])[C@H:12]([CH2:15][C:16]2[CH:21]=[C:20]([O:22][C@@H:23]([CH3:28])[C:24]([F:27])([F:25])[F:26])[C:19]([N+:29]([O-:31])=[O:30])=[C:18]([F:32])[CH:17]=2)[CH2:11][S@@:10](=[O:33])[CH2:9]1. Given the reactants C(OC(=O)[NH:7][C@@H:8]1[C@@H:13]([OH:14])[C@H:12]([CH2:15][C:16]2[CH:21]=[C:20]([O:22][C@@H:23]([CH3:28])[C:24]([F:27])([F:26])[F:25])[C:19]([N+:29]([O-:31])=[O:30])=[C:18]([F:32])[CH:17]=2)[CH2:11][S@@:10](=[O:33])[CH2:9]1)(C)(C)C, predict the reaction product. (4) The product is: [Si:33]([O:40][C@@H:41]([CH2:42][C:43](=[O:44])[C:12]#[C:11][C@H:10]([CH3:13])[C@H:9]([O:8][Si:1]([C:4]([CH3:7])([CH3:6])[CH3:5])([CH3:3])[CH3:2])[C@@H:14]([CH3:27])[CH2:15][C@@H:16]([CH3:17])[CH2:18][O:19][Si:20]([C:23]([CH3:24])([CH3:25])[CH3:26])([CH3:22])[CH3:21])[C@H:49]([CH3:73])/[CH:50]=[CH:51]/[CH2:52][O:53][C:54]([C:67]1[CH:72]=[CH:71][CH:70]=[CH:69][CH:68]=1)([C:61]1[CH:66]=[CH:65][CH:64]=[CH:63][CH:62]=1)[C:55]1[CH:56]=[CH:57][CH:58]=[CH:59][CH:60]=1)([C:36]([CH3:39])([CH3:37])[CH3:38])([CH3:35])[CH3:34]. Given the reactants [Si:1]([O:8][C@H:9]([C@@H:14]([CH3:27])[CH2:15][C@H:16]([CH2:18][O:19][Si:20]([C:23]([CH3:26])([CH3:25])[CH3:24])([CH3:22])[CH3:21])[CH3:17])[C@@H:10]([CH3:13])[C:11]#[CH:12])([C:4]([CH3:7])([CH3:6])[CH3:5])([CH3:3])[CH3:2].[Li]CCCC.[Si:33]([O:40][C@H:41]([C@H:49]([CH3:73])/[CH:50]=[CH:51]/[CH2:52][O:53][C:54]([C:67]1[CH:72]=[CH:71][CH:70]=[CH:69][CH:68]=1)([C:61]1[CH:66]=[CH:65][CH:64]=[CH:63][CH:62]=1)[C:55]1[CH:60]=[CH:59][CH:58]=[CH:57][CH:56]=1)[CH2:42][C:43](N(OC)C)=[O:44])([C:36]([CH3:39])([CH3:38])[CH3:37])([CH3:35])[CH3:34], predict the reaction product. (5) Given the reactants [Cl:1][C:2]1[C:3]([O:12][C:13]2[CH:18]=[C:17]([O:19][CH2:20][CH2:21][C:22]([OH:25])([CH3:24])[CH3:23])[CH:16]=[CH:15][C:14]=2/[CH:26]=[CH:27]/[C:28]([OH:30])=O)=[N:4][CH:5]=[C:6]([C:8]([F:11])([F:10])[F:9])[CH:7]=1.Cl.C(N=C=NCCCN(C)C)C.[CH2:43]([S:48]([NH2:51])(=[O:50])=[O:49])[CH2:44][CH2:45][CH2:46][CH3:47].Cl, predict the reaction product. The product is: [Cl:1][C:2]1[C:3]([O:12][C:13]2[CH:18]=[C:17]([O:19][CH2:20][CH2:21][C:22]([OH:25])([CH3:23])[CH3:24])[CH:16]=[CH:15][C:14]=2/[CH:26]=[CH:27]/[C:28]([NH:51][S:48]([CH2:43][CH2:44][CH2:45][CH2:46][CH3:47])(=[O:50])=[O:49])=[O:30])=[N:4][CH:5]=[C:6]([C:8]([F:9])([F:11])[F:10])[CH:7]=1. (6) Given the reactants Cl[C:2]1[C:3]2[CH2:10][C:9](=[O:11])[NH:8][C:4]=2[N:5]=[CH:6][N:7]=1.[N:12]1([CH2:18][CH2:19][NH:20][C:21]([C:23]2[NH:24][C:25]([CH:28]=O)=[CH:26][CH:27]=2)=[O:22])[CH2:17][CH2:16][O:15][CH2:14][CH2:13]1.[NH:30]1[CH2:35][CH2:34][CH2:33][CH2:32][CH2:31]1, predict the reaction product. The product is: [N:12]1([CH2:18][CH2:19][NH:20][C:21]([C:23]2[NH:24][C:25]([CH:28]=[C:10]3[C:3]4[C:2]([N:30]5[CH2:35][CH2:34][CH2:33][CH2:32][CH2:31]5)=[N:7][CH:6]=[N:5][C:4]=4[NH:8][C:9]3=[O:11])=[CH:26][CH:27]=2)=[O:22])[CH2:13][CH2:14][O:15][CH2:16][CH2:17]1. (7) Given the reactants [C:1]([O:5][C:6]([N:8]1[CH2:13][CH2:12][CH:11]([NH2:14])[CH2:10][CH2:9]1)=[O:7])([CH3:4])([CH3:3])[CH3:2].[H-].[Na+].[Cl:17][C:18]1[N:23]=[C:22](Cl)[CH:21]=[C:20]([Cl:25])[N:19]=1, predict the reaction product. The product is: [C:1]([O:5][C:6]([N:8]1[CH2:13][CH2:12][CH:11]([NH:14][C:22]2[CH:21]=[C:20]([Cl:25])[N:19]=[C:18]([Cl:17])[N:23]=2)[CH2:10][CH2:9]1)=[O:7])([CH3:4])([CH3:2])[CH3:3]. (8) Given the reactants Cl[CH2:2][CH2:3][CH2:4][CH2:5][CH2:6][CH2:7][CH2:8][CH2:9][O:10][C:11]1[CH:16]=[CH:15][C:14](/[CH:17]=[CH:18]/[C:19]([O:21][CH3:22])=[O:20])=[CH:13][C:12]=1[O:23][CH3:24].[I-:25].[Na+], predict the reaction product. The product is: [I:25][CH2:2][CH2:3][CH2:4][CH2:5][CH2:6][CH2:7][CH2:8][CH2:9][O:10][C:11]1[CH:16]=[CH:15][C:14](/[CH:17]=[CH:18]/[C:19]([O:21][CH3:22])=[O:20])=[CH:13][C:12]=1[O:23][CH3:24]. (9) Given the reactants [C:1]1([C:7]23[CH2:15][CH:11]4[CH2:12][CH:13]([CH2:14]2)[C:9](C(O)=O)([CH2:10]4)[CH2:8]3)[CH:6]=[CH:5][CH:4]=[CH:3][CH:2]=1.C([N:21](CC)CC)C.C1(P(N=[N+]=[N-])(C2C=CC=CC=2)=O)C=CC=CC=1.[OH-].[K+].Cl, predict the reaction product. The product is: [C:1]1([C:7]23[CH2:15][CH:11]4[CH2:12][CH:13]([CH2:14]2)[C:9]([NH2:21])([CH2:10]4)[CH2:8]3)[CH:6]=[CH:5][CH:4]=[CH:3][CH:2]=1. (10) Given the reactants C(OC(=O)[NH:7][C:8]([C:11](=[O:31])[NH:12][C:13]1[S:14][C:15]([CH2:24][C:25]2[CH:30]=[CH:29][CH:28]=[CH:27][CH:26]=2)=[C:16]([C:18]2[CH:23]=[CH:22][CH:21]=[CH:20][CH:19]=2)[N:17]=1)([CH3:10])[CH3:9])(C)(C)C.Cl, predict the reaction product. The product is: [NH2:7][C:8]([CH3:10])([CH3:9])[C:11]([NH:12][C:13]1[S:14][C:15]([CH2:24][C:25]2[CH:30]=[CH:29][CH:28]=[CH:27][CH:26]=2)=[C:16]([C:18]2[CH:23]=[CH:22][CH:21]=[CH:20][CH:19]=2)[N:17]=1)=[O:31].